From a dataset of NCI-60 drug combinations with 297,098 pairs across 59 cell lines. Regression. Given two drug SMILES strings and cell line genomic features, predict the synergy score measuring deviation from expected non-interaction effect. (1) Drug 1: CCCCCOC(=O)NC1=NC(=O)N(C=C1F)C2C(C(C(O2)C)O)O. Drug 2: C1C(C(OC1N2C=NC3=C2NC=NCC3O)CO)O. Cell line: DU-145. Synergy scores: CSS=-2.76, Synergy_ZIP=2.28, Synergy_Bliss=2.94, Synergy_Loewe=-2.70, Synergy_HSA=-3.28. (2) Drug 1: COC1=NC(=NC2=C1N=CN2C3C(C(C(O3)CO)O)O)N. Drug 2: C1C(C(OC1N2C=NC3=C2NC=NCC3O)CO)O. Cell line: OVCAR-5. Synergy scores: CSS=0.558, Synergy_ZIP=0.759, Synergy_Bliss=1.29, Synergy_Loewe=-0.478, Synergy_HSA=-0.147. (3) Drug 1: CC1=C(N=C(N=C1N)C(CC(=O)N)NCC(C(=O)N)N)C(=O)NC(C(C2=CN=CN2)OC3C(C(C(C(O3)CO)O)O)OC4C(C(C(C(O4)CO)O)OC(=O)N)O)C(=O)NC(C)C(C(C)C(=O)NC(C(C)O)C(=O)NCCC5=NC(=CS5)C6=NC(=CS6)C(=O)NCCC[S+](C)C)O. Drug 2: CC(C)CN1C=NC2=C1C3=CC=CC=C3N=C2N. Cell line: SR. Synergy scores: CSS=66.9, Synergy_ZIP=0.835, Synergy_Bliss=0.356, Synergy_Loewe=-0.125, Synergy_HSA=0.379. (4) Drug 1: C1=C(C(=O)NC(=O)N1)F. Drug 2: CN1C2=C(C=C(C=C2)N(CCCl)CCCl)N=C1CCCC(=O)O.Cl. Cell line: A498. Synergy scores: CSS=42.8, Synergy_ZIP=-5.51, Synergy_Bliss=-12.2, Synergy_Loewe=-19.2, Synergy_HSA=-12.3. (5) Drug 1: CC(C1=C(C=CC(=C1Cl)F)Cl)OC2=C(N=CC(=C2)C3=CN(N=C3)C4CCNCC4)N. Drug 2: CN1CCC(CC1)COC2=C(C=C3C(=C2)N=CN=C3NC4=C(C=C(C=C4)Br)F)OC. Cell line: MDA-MB-231. Synergy scores: CSS=17.6, Synergy_ZIP=-3.76, Synergy_Bliss=0.128, Synergy_Loewe=2.04, Synergy_HSA=1.70. (6) Drug 1: C1=NC2=C(N=C(N=C2N1C3C(C(C(O3)CO)O)F)Cl)N. Drug 2: C(CN)CNCCSP(=O)(O)O. Cell line: HCT-15. Synergy scores: CSS=18.0, Synergy_ZIP=-2.77, Synergy_Bliss=0.502, Synergy_Loewe=-17.6, Synergy_HSA=-1.61.